From a dataset of Forward reaction prediction with 1.9M reactions from USPTO patents (1976-2016). Predict the product of the given reaction. (1) Given the reactants [C:1]([O:5][C:6](=[O:38])[NH:7][C:8]1([C:12]2[CH:17]=[CH:16][C:15]([C:18]3[C:19]([C:32]4[CH:37]=[CH:36][CH:35]=[CH:34][CH:33]=4)=[CH:20][C:21]4[N:26]5[C:27](=[O:30])[NH:28][N:29]=[C:25]5[CH2:24][O:23][C:22]=4[N:31]=3)=[CH:14][CH:13]=2)[CH2:11][CH2:10][CH2:9]1)([CH3:4])([CH3:3])[CH3:2].[C:39](=O)([O-])[O-].[K+].[K+].CI.O, predict the reaction product. The product is: [C:1]([O:5][C:6](=[O:38])[NH:7][C:8]1([C:12]2[CH:13]=[CH:14][C:15]([C:18]3[C:19]([C:32]4[CH:37]=[CH:36][CH:35]=[CH:34][CH:33]=4)=[CH:20][C:21]4[N:26]5[C:27](=[O:30])[N:28]([CH3:39])[N:29]=[C:25]5[CH2:24][O:23][C:22]=4[N:31]=3)=[CH:16][CH:17]=2)[CH2:11][CH2:10][CH2:9]1)([CH3:4])([CH3:2])[CH3:3]. (2) Given the reactants [CH3:1][O:2][C:3](=[O:17])[C:4]1[CH:9]=[C:8]([O:10][CH3:11])[CH:7]=[CH:6][C:5]=1[CH2:12][C:13]([O:15][CH3:16])=[O:14].CC(O)=O.O.[CH3:23][N:24]([CH:26](OC)OC)[CH3:25], predict the reaction product. The product is: [CH3:1][O:2][C:3](=[O:17])[C:4]1[CH:9]=[C:8]([O:10][CH3:11])[CH:7]=[CH:6][C:5]=1[C:12]([C:13]([O:15][CH3:16])=[O:14])=[CH:23][N:24]([CH3:26])[CH3:25]. (3) Given the reactants [O:1]1[C@H:3]2[CH2:4][C@@H:5]3[C@@H:14]([C@@:15]4([CH3:23])[CH2:16][CH2:17][C:18](=O)[C:19]([CH3:21])([CH3:20])[C@:2]124)[CH2:13][CH2:12][C@@:10]1([CH3:11])[C@H:6]3[CH2:7][CH2:8][C@@H:9]1[OH:24].[ClH:25].Cl.[NH:27]1[CH2:31][CH2:30][C@@H:29]([O:32][NH2:33])[CH2:28]1, predict the reaction product. The product is: [ClH:25].[NH:27]1[CH2:31][CH2:30][C@@H:29]([O:32]/[N:33]=[C:18]2/[C:19]([CH3:21])([CH3:20])[C@:2]34[O:1][C@H:3]3[CH2:4][C@@H:5]3[C@@H:14]([C@@:15]4([CH3:23])[CH2:16][CH2:17]/2)[CH2:13][CH2:12][C@@:10]2([CH3:11])[C@H:6]3[CH2:7][CH2:8][C@@H:9]2[OH:24])[CH2:28]1. (4) Given the reactants [C:1]([C:5]1[CH:15]=[CH:14][CH:13]=[CH:12][C:6]=1[O:7][CH:8]1[CH2:11][NH:10][CH2:9]1)([CH3:4])([CH3:3])[CH3:2].[C:16]([O:22][CH2:23][CH3:24])(=[O:21])[CH2:17][C:18](O)=[O:19].CCN=C=NCCCN(C)C.C1C=CC2N(O)N=NC=2C=1, predict the reaction product. The product is: [C:1]([C:5]1[CH:15]=[CH:14][CH:13]=[CH:12][C:6]=1[O:7][CH:8]1[CH2:9][N:10]([C:18](=[O:19])[CH2:17][C:16]([O:22][CH2:23][CH3:24])=[O:21])[CH2:11]1)([CH3:4])([CH3:2])[CH3:3].